This data is from Full USPTO retrosynthesis dataset with 1.9M reactions from patents (1976-2016). The task is: Predict the reactants needed to synthesize the given product. Given the product [CH2:1]([O:8][C:9]1[CH:18]=[CH:17][C:12]([C:13]([O:15][CH3:16])=[O:14])=[CH:11][C:10]=1[C:19](=[O:21])[NH2:28])[C:2]1[CH:7]=[CH:6][CH:5]=[CH:4][CH:3]=1, predict the reactants needed to synthesize it. The reactants are: [CH2:1]([O:8][C:9]1[CH:18]=[CH:17][C:12]([C:13]([O:15][CH3:16])=[O:14])=[CH:11][C:10]=1[C:19]([OH:21])=O)[C:2]1[CH:7]=[CH:6][CH:5]=[CH:4][CH:3]=1.C1C=CC2N(O)N=[N:28]C=2C=1.C(N=C=NCCCN(C)C)C.[OH-].[NH4+].